Dataset: Reaction yield outcomes from USPTO patents with 853,638 reactions. Task: Predict the reaction yield, written as a fraction of the theoretical maximum amount of product (1.0 means a 100% yield; for example, 0.34 means a 34% yield). (1) The reactants are C([N:4]1[CH2:9][CH2:8][O:7][C:6]2[CH:10]=[CH:11][C:12]([C:14]3[S:15][C:16]([N:24]([CH3:34])[CH2:25][CH2:26][O:27][C:28]4[CH:33]=[CH:32][CH:31]=[CH:30][CH:29]=4)=[C:17]([C:19]([O:21][CH2:22][CH3:23])=[O:20])[N:18]=3)=[CH:13][C:5]1=2)(=O)C.C(O)C.Cl.C(=O)(O)[O-].[Na+]. The catalyst is CCOC(C)=O. The product is [O:7]1[CH2:8][CH2:9][NH:4][C:5]2[CH:13]=[C:12]([C:14]3[S:15][C:16]([N:24]([CH3:34])[CH2:25][CH2:26][O:27][C:28]4[CH:29]=[CH:30][CH:31]=[CH:32][CH:33]=4)=[C:17]([C:19]([O:21][CH2:22][CH3:23])=[O:20])[N:18]=3)[CH:11]=[CH:10][C:6]1=2. The yield is 0.850. (2) The reactants are [NH3:1].CC(O)C.Cl[C:7]([C:34]1[CH:38]=[CH:37][O:36][CH:35]=1)([C:28]1[N:32]([CH3:33])[CH:31]=[N:30][CH:29]=1)[C:8]1[CH:9]=[C:10]2[C:15](=[CH:16][CH:17]=1)[N:14]1[N:18]=[N:19][N:20]=[C:13]1[CH:12]=[C:11]2[C:21]1[CH:26]=[CH:25][CH:24]=[C:23]([Cl:27])[CH:22]=1.O. The catalyst is C1COCC1. The product is [Cl:27][C:23]1[CH:22]=[C:21]([C:11]2[C:10]3[C:15](=[CH:16][CH:17]=[C:8]([C:7]([C:34]4[CH:38]=[CH:37][O:36][CH:35]=4)([C:28]4[N:32]([CH3:33])[CH:31]=[N:30][CH:29]=4)[NH2:1])[CH:9]=3)[N:14]3[N:18]=[N:19][N:20]=[C:13]3[CH:12]=2)[CH:26]=[CH:25][CH:24]=1. The yield is 0.330. (3) The reactants are Cl.[NH2:2][C@H:3]1[CH2:9][O:8][C:7]2[CH:10]=[CH:11][CH:12]=[CH:13][C:6]=2[N:5]([CH3:14])[C:4]1=[O:15].Cl.[CH2:17]([C:24]1[NH:25][C:26]([C:29](O)=[O:30])=[N:27][N:28]=1)[C:18]1[CH:23]=[CH:22][CH:21]=[CH:20][CH:19]=1.CCN(C(C)C)C(C)C.C(P1(=O)OP(=O)(CCC)OP(=O)(CCC)O1)CC. The catalyst is C(O)(C)C. The product is [CH2:17]([C:24]1[NH:25][C:26]([C:29]([NH:2][C@H:3]2[CH2:9][O:8][C:7]3[CH:10]=[CH:11][CH:12]=[CH:13][C:6]=3[N:5]([CH3:14])[C:4]2=[O:15])=[O:30])=[N:27][N:28]=1)[C:18]1[CH:19]=[CH:20][CH:21]=[CH:22][CH:23]=1. The yield is 0.830. (4) The reactants are C1(P(C2C=CC=CC=2)C2C=CC=CC=2)C=CC=CC=1.[OH:20][CH2:21][CH2:22][N:23]1[CH2:27][CH2:26][CH2:25][C:24]1=[O:28].CCOC(/N=N/C(OCC)=O)=O.O1CCCCC1[N:47]1[C:55]2[C:50](=[CH:51][C:52]([C:56]3[N:60]=[CH:59][N:58](C(C4C=CC=CC=4)(C4C=CC=CC=4)C4C=CC=CC=4)[N:57]=3)=[CH:53][CH:54]=2)[C:49]([C:80]2[CH:81]=[C:82](O)[CH:83]=[CH:84][CH:85]=2)=[N:48]1.Cl. The product is [NH:57]1[C:56]([C:52]2[CH:51]=[C:50]3[C:55](=[CH:54][CH:53]=2)[NH:47][N:48]=[C:49]3[C:80]2[CH:85]=[C:84]([CH:83]=[CH:82][CH:81]=2)[O:20][CH2:21][CH2:22][N:23]2[CH2:27][CH2:26][CH2:25][C:24]2=[O:28])=[N:60][CH:59]=[N:58]1. The catalyst is O1CCCC1. The yield is 0.300. (5) The product is [C:27]([O:26][C:24]([NH:34][CH2:37][CH2:14][O:13][C:5]1[CH:4]=[C:3]([O:2][CH3:1])[CH:12]=[CH:11][C:6]=1[C:7]([O:9][CH3:10])=[O:8])=[O:25])([CH3:28])([CH3:29])[CH3:30]. The reactants are [CH3:1][O:2][C:3]1[CH:4]=[C:5]([OH:13])[C:6](=[CH:11][CH:12]=1)[C:7]([O:9][CH3:10])=[O:8].[C:14](=O)([O-])[O-].[K+].[K+].BrC([C:24]([O:26][C:27]([CH3:30])([CH3:29])[CH3:28])=[O:25])CN.[I-].[K+].C[N:34]([CH3:37])C=O. The catalyst is O. The yield is 0.810. (6) The reactants are CCN(S(F)(F)[F:7])CC.O[CH2:11][CH:12]([CH3:28])[CH2:13][C@@H:14]1[CH2:18][N:17]([C@H:19]([C:21]2[CH:26]=[CH:25][CH:24]=[CH:23][CH:22]=2)[CH3:20])[C:16](=[O:27])[CH2:15]1. The catalyst is C(Cl)Cl. The product is [F:7][CH2:11][CH:12]([CH3:28])[CH2:13][C@@H:14]1[CH2:18][N:17]([C@H:19]([C:21]2[CH:26]=[CH:25][CH:24]=[CH:23][CH:22]=2)[CH3:20])[C:16](=[O:27])[CH2:15]1. The yield is 0.370.